Dataset: Reaction yield outcomes from USPTO patents with 853,638 reactions. Task: Predict the reaction yield, written as a fraction of the theoretical maximum amount of product (1.0 means a 100% yield; for example, 0.34 means a 34% yield). (1) The reactants are [C:1]([O:5][C:6]([NH:8][C@@H:9]1[CH2:14][CH2:13][C@H:12]([O:15][C:16]2[CH:24]=[C:23]([CH3:25])[CH:22]=[CH:21][C:17]=2[C:18](O)=[S:19])[CH2:11][CH2:10]1)=[O:7])([CH3:4])([CH3:3])[CH3:2].[NH2:26][C:27]1[C:28]([C:33]([NH:35][C:36]2[CH:41]=[CH:40][C:39]([Cl:42])=[CH:38][N:37]=2)=[O:34])=[N:29][CH:30]=[CH:31][CH:32]=1. No catalyst specified. The product is [C:1]([O:5][C:6]([NH:8][C@@H:9]1[CH2:10][CH2:11][C@H:12]([O:15][C:16]2[CH:24]=[C:23]([CH3:25])[CH:22]=[CH:21][C:17]=2[C:18]([NH:26][C:27]2[C:28]([C:33]([NH:35][C:36]3[CH:41]=[CH:40][C:39]([Cl:42])=[CH:38][N:37]=3)=[O:34])=[N:29][CH:30]=[CH:31][CH:32]=2)=[S:19])[CH2:13][CH2:14]1)=[O:7])([CH3:2])([CH3:3])[CH3:4]. The yield is 0.850. (2) The reactants are [C:1]([CH2:3][CH2:4][S:5][C:6]1[CH:11]=[C:10]([NH2:12])[C:9]([S:13][CH2:14][CH2:15][C:16]#[N:17])=[CH:8][C:7]=1[NH2:18])#[N:2].[N+:19]([C:22]1[CH:30]=[CH:29][C:25]([C:26](Cl)=[O:27])=[CH:24][CH:23]=1)([O-:21])=[O:20].O. The catalyst is CN1C(=O)CCC1. The product is [C:1]([CH2:3][CH2:4][S:5][C:6]1[CH:11]=[C:10]([NH2:12])[C:9]([S:13][CH2:14][CH2:15][C:16]#[N:17])=[CH:8][C:7]=1[NH:18][C:26](=[O:27])[C:25]1[CH:24]=[CH:23][C:22]([N+:19]([O-:21])=[O:20])=[CH:30][CH:29]=1)#[N:2]. The yield is 0.610. (3) The reactants are [Cl:1][C:2]([Cl:38])([Cl:37])[CH2:3][O:4][C:5]([C@@H:7]1[CH2:12][CH2:11][CH2:10][N:9]([C:13](=[O:36])[C@@H:14]([NH:21][C:22](=[O:35])[C@@H:23]([NH:27][C:28]([O:30][C:31]([CH3:34])([CH3:33])[CH3:32])=[O:29])[CH:24]([CH3:26])[CH3:25])[CH2:15]N2C=CC=N2)[NH:8]1)=[O:6].ClC(Cl)(Cl)[CH2:41][O:42]C([C@@H]1CCCN(C(=O)[C@@H](NC(OC(C)(C)C)=O)COC)N1)=O. No catalyst specified. The product is [Cl:37][C:2]([Cl:38])([Cl:1])[CH2:3][O:4][C:5]([C@@H:7]1[CH2:12][CH2:11][CH2:10][N:9]([C:13](=[O:36])[C@@H:14]([NH:21][C:22](=[O:35])[C@@H:23]([NH:27][C:28]([O:30][C:31]([CH3:34])([CH3:33])[CH3:32])=[O:29])[CH:24]([CH3:25])[CH3:26])[CH2:15][O:42][CH3:41])[NH:8]1)=[O:6]. The yield is 0.770. (4) The reactants are [N:1]1([C:7]2[N:12]=[C:11]([N:13]3[CH:18]4[CH2:19][CH2:20][CH:14]3[CH2:15][O:16][CH2:17]4)[N:10]=[C:9]([C:21]3[CH:27]=[CH:26][C:24]([NH2:25])=[CH:23][CH:22]=3)[N:8]=2)[CH2:6][CH2:5][O:4][CH2:3][CH2:2]1.Cl[C:29](Cl)([O:31]C(=O)OC(Cl)(Cl)Cl)Cl.[NH2:40][C:41]1[CH:49]=[CH:48][C:44]([C:45]([NH2:47])=[O:46])=[CH:43][CH:42]=1. No catalyst specified. The product is [N:1]1([C:7]2[N:12]=[C:11]([N:13]3[CH:14]4[CH2:20][CH2:19][CH:18]3[CH2:17][O:16][CH2:15]4)[N:10]=[C:9]([C:21]3[CH:27]=[CH:26][C:24]([NH:25][C:29]([NH:40][C:41]4[CH:49]=[CH:48][C:44]([C:45]([NH2:47])=[O:46])=[CH:43][CH:42]=4)=[O:31])=[CH:23][CH:22]=3)[N:8]=2)[CH2:2][CH2:3][O:4][CH2:5][CH2:6]1. The yield is 0.330.